This data is from Forward reaction prediction with 1.9M reactions from USPTO patents (1976-2016). The task is: Predict the product of the given reaction. Given the reactants [Cl:1][C:2]1[CH:7]=[CH:6][C:5]([CH:8]2[CH:12]([C:13]3[CH:18]=[CH:17][C:16]([Cl:19])=[CH:15][CH:14]=3)[NH:11][C:10]([C:20]3[CH:25]=[CH:24][C:23](I)=[CH:22][C:21]=3[O:27][CH2:28][CH3:29])=[N:9]2)=[CH:4][CH:3]=1.C([Sn](CCCC)(CCCC)[C:35]([O:37][CH2:38][CH3:39])=[CH2:36])CCC, predict the reaction product. The product is: [Cl:1][C:2]1[CH:7]=[CH:6][C:5]([CH:8]2[CH:12]([C:13]3[CH:18]=[CH:17][C:16]([Cl:19])=[CH:15][CH:14]=3)[NH:11][C:10]([C:20]3[CH:25]=[CH:24][C:23]([C:35]([O:37][CH2:38][CH3:39])=[CH2:36])=[CH:22][C:21]=3[O:27][CH2:28][CH3:29])=[N:9]2)=[CH:4][CH:3]=1.